The task is: Predict which catalyst facilitates the given reaction.. This data is from Catalyst prediction with 721,799 reactions and 888 catalyst types from USPTO. (1) Product: [C:39]([O:38][C:36]([NH:35][C@H:32]1[CH2:33][CH2:34][C@H:29](/[C:26](/[C:6]2[S:5][CH:4]=[C:3]([C:16]([O:18][CH3:19])=[O:17])[C:2]=2[CH3:1])=[CH:27]\[CH3:28])[CH2:30][CH2:31]1)=[O:37])([CH3:42])([CH3:41])[CH3:40]. The catalyst class is: 667. Reactant: [CH3:1][C:2]1[C:3]([C:16]([O:18][CH3:19])=[O:17])=[CH:4][S:5][C:6]=1B1OC(C)(C)C(C)(C)O1.FC(F)(F)S(O/[C:26](/[C@H:29]1[CH2:34][CH2:33][C@H:32]([NH:35][C:36]([O:38][C:39]([CH3:42])([CH3:41])[CH3:40])=[O:37])[CH2:31][CH2:30]1)=[CH:27]/[CH3:28])(=O)=O.C([O-])(O)=O.[Na+].N#N. (2) Reactant: Cl.C(OC([N:9]1[CH2:14][C@H:13]2[C@H:11]([CH2:12]2)[C@H:10]1[CH2:15][NH:16][C:17](=[O:22])[C:18]([F:21])([F:20])[F:19])=O)(C)(C)C. Product: [C@H:11]12[CH2:12][C@H:13]1[CH2:14][NH:9][C@@H:10]2[CH2:15][NH:16][C:17](=[O:22])[C:18]([F:19])([F:21])[F:20]. The catalyst class is: 12. (3) Reactant: [Cl:1][C:2]1[C:3]([F:14])=[C:4]([CH:7]=[C:8]([C:10]([F:13])([F:12])[F:11])[CH:9]=1)[CH:5]=[O:6].S([O-])(O[O-])(=O)=[O:16].[K+].[K+].[OH-].[Na+].Cl. Product: [Cl:1][C:2]1[C:3]([F:14])=[C:4]([CH:7]=[C:8]([C:10]([F:12])([F:13])[F:11])[CH:9]=1)[C:5]([OH:16])=[O:6]. The catalyst class is: 85.